From a dataset of Reaction yield outcomes from USPTO patents with 853,638 reactions. Predict the reaction yield, written as a fraction of the theoretical maximum amount of product (1.0 means a 100% yield; for example, 0.34 means a 34% yield). The reactants are [Cl:1][C:2]1[CH:11]=[C:10](Cl)[CH:9]=[C:8]2[C:3]=1[C:4](=[O:23])[C:5]([C:15]1[CH:20]=[CH:19][C:18]([O:21][CH3:22])=[CH:17][CH:16]=1)([CH3:14])[C:6](=[O:13])[NH:7]2.[CH3:24][N:25]1[CH2:30][CH2:29][NH:28][CH2:27][CH2:26]1. No catalyst specified. The product is [Cl:1][C:2]1[CH:11]=[C:10]([N:28]2[CH2:29][CH2:30][N:25]([CH3:24])[CH2:26][CH2:27]2)[CH:9]=[C:8]2[C:3]=1[C:4](=[O:23])[C:5]([C:15]1[CH:20]=[CH:19][C:18]([O:21][CH3:22])=[CH:17][CH:16]=1)([CH3:14])[C:6](=[O:13])[NH:7]2. The yield is 0.320.